From a dataset of Reaction yield outcomes from USPTO patents with 853,638 reactions. Predict the reaction yield, written as a fraction of the theoretical maximum amount of product (1.0 means a 100% yield; for example, 0.34 means a 34% yield). (1) The reactants are [CH3:1][C:2]1[CH:7]=[CH:6][C:5]([S:8]([O:11][CH2:12][CH:13]2[CH2:17][C:16]3[CH:18]=[CH:19][CH:20]=[C:21]([NH2:22])[C:15]=3[O:14]2)(=[O:10])=[O:9])=[CH:4][CH:3]=1.Br[C:24]1[CH:29]=[CH:28][C:27]([Cl:30])=[CH:26][CH:25]=1.CC1C=CC(S(OCC2CC3C(C4C=CC=CC=4)=CC=CC=3O2)(=O)=O)=CC=1. No catalyst specified. The product is [CH3:1][C:2]1[CH:3]=[CH:4][C:5]([S:8]([O:11][CH2:12][CH:13]2[CH2:17][C:16]3[CH:18]=[CH:19][CH:20]=[C:21]([NH:22][C:24]4[CH:29]=[CH:28][C:27]([Cl:30])=[CH:26][CH:25]=4)[C:15]=3[O:14]2)(=[O:10])=[O:9])=[CH:6][CH:7]=1. The yield is 0.570. (2) The reactants are [C:1](=[O:5])([O:3][CH3:4])[NH2:2].[C:6](Cl)(=[O:10])[CH:7]=[CH:8][CH3:9].C=CC1C=CC=CC=1. The catalyst is C(Cl)Cl.Cl[Cu]. The product is [C:6]([NH:2][C:1](=[O:5])[O:3][CH3:4])(=[O:10])/[CH:7]=[CH:8]/[CH3:9]. The yield is 0.760. (3) The reactants are [OH-].[K+].[Br:3][C:4]1[CH:9]=[CH:8][C:7]([OH:10])=[C:6]([N+:11]([O-])=O)[CH:5]=1.S(S([O-])=O)([O-])=O.[Na+].[Na+].C(OCC)(=O)C. The catalyst is O. The product is [NH2:11][C:6]1[CH:5]=[C:4]([Br:3])[CH:9]=[CH:8][C:7]=1[OH:10]. The yield is 0.560. (4) The reactants are [CH3:1][O:2][C:3]1[C:8]([CH3:9])=[CH:7][N:6]=[C:5]([CH2:10][N:11]2[N:39]=[C:15]3[CH2:16][C:17](=O)[C:18]4[CH2:19][S:20][N:21]=[C:22]([N:23]([C:31]([O:33][C:34]([CH3:37])([CH3:36])[CH3:35])=[O:32])[C:24]([O:26][C:27]([CH3:30])([CH3:29])[CH3:28])=[O:25])[C:13]([C:14]=43)=[N:12]2)[C:4]=1[CH3:40].C1(P(=[CH:60][C:61]([O:63][CH3:64])=[O:62])(C2C=CC=CC=2)C2C=CC=CC=2)C=CC=CC=1.C1(C)C=CC=CC=1. The catalyst is C(OCC)(=O)C. The product is [C:34]([O:33][C:31]([N:23]([C:24]([O:26][C:27]([CH3:30])([CH3:29])[CH3:28])=[O:25])[C:22]1[C:13]2[C:14]3[C:15](=[N:39][N:11]([CH2:10][C:5]4[C:4]([CH3:40])=[C:3]([O:2][CH3:1])[C:8]([CH3:9])=[CH:7][N:6]=4)[N:12]=2)[CH:16]=[C:17]([CH2:60][C:61]([O:63][CH3:64])=[O:62])[C:18]=3[CH2:19][S:20][N:21]=1)=[O:32])([CH3:35])([CH3:36])[CH3:37]. The yield is 0.330. (5) The reactants are [F:1][C:2]1[C:19]([CH3:20])=[CH:18][C:17]([C:21]2[CH:26]=[CH:25][CH:24]=[C:23]([F:27])[CH:22]=2)=[CH:16][C:3]=1[C:4]([NH:6][C:7]1[C:12]([F:13])=[CH:11][CH:10]=[C:9]([OH:14])[C:8]=1[CH3:15])=O. The catalyst is C1COCC1. The product is [F:13][C:12]1[CH:11]=[CH:10][C:9]([OH:14])=[C:8]([CH3:15])[C:7]=1[NH:6][CH2:4][C:3]1[CH:16]=[C:17]([C:21]2[CH:26]=[CH:25][CH:24]=[C:23]([F:27])[CH:22]=2)[CH:18]=[C:19]([CH3:20])[C:2]=1[F:1]. The yield is 0.690.